Dataset: Full USPTO retrosynthesis dataset with 1.9M reactions from patents (1976-2016). Task: Predict the reactants needed to synthesize the given product. (1) Given the product [F:4][C:5]1[CH:6]=[C:7]([S:11]([CH:12]2[CH2:13][CH2:14][N:15]([C:18]([O:20][C:21]([CH3:24])([CH3:23])[CH3:22])=[O:19])[CH2:16][CH2:17]2)(=[O:25])=[O:31])[CH:8]=[CH:9][CH:10]=1, predict the reactants needed to synthesize it. The reactants are: C(#N)C.[F:4][C:5]1[CH:6]=[C:7]([S:11][CH:12]2[CH2:17][CH2:16][N:15]([C:18]([O:20][C:21]([CH3:24])([CH3:23])[CH3:22])=[O:19])[CH2:14][CH2:13]2)[CH:8]=[CH:9][CH:10]=1.[OH:25]OS([O-])=O.[K+].[OH2:31]. (2) Given the product [Cl:20][C:12]1[C:11]2[C:6](=[CH:7][CH:8]=[C:9]([F:21])[CH:10]=2)[N:5]=[C:4]([CH:2]([N:24]2[C:25](=[O:32])[C:26]3[C:31](=[CH:30][CH:29]=[CH:28][CH:27]=3)[C:23]2=[O:22])[CH3:3])[C:13]=1[C:14]1[CH:19]=[CH:18][CH:17]=[CH:16][CH:15]=1, predict the reactants needed to synthesize it. The reactants are: Br[CH:2]([C:4]1[C:13]([C:14]2[CH:19]=[CH:18][CH:17]=[CH:16][CH:15]=2)=[C:12]([Cl:20])[C:11]2[C:6](=[CH:7][CH:8]=[C:9]([F:21])[CH:10]=2)[N:5]=1)[CH3:3].[O:22]=[C:23]1[C:31]2[C:26](=[CH:27][CH:28]=[CH:29][CH:30]=2)[C:25](=[O:32])[N-:24]1.[K+].CCOC(C)=O.